Dataset: CYP1A2 inhibition data for predicting drug metabolism from PubChem BioAssay. Task: Regression/Classification. Given a drug SMILES string, predict its absorption, distribution, metabolism, or excretion properties. Task type varies by dataset: regression for continuous measurements (e.g., permeability, clearance, half-life) or binary classification for categorical outcomes (e.g., BBB penetration, CYP inhibition). Dataset: cyp1a2_veith. (1) The molecule is Cc1ccn2cc(CSc3ccccc3N)nc2c1. The result is 1 (inhibitor). (2) The drug is COc1ccc(CNc2nc(-c3ccccc3OC)nc3ccccc23)c(OC)c1. The result is 1 (inhibitor). (3) The compound is CC(C)C(=O)Nc1ccc(C(=O)NNC(=O)CCCOc2ccc(Cl)cc2Cl)cc1. The result is 0 (non-inhibitor).